From a dataset of Catalyst prediction with 721,799 reactions and 888 catalyst types from USPTO. Predict which catalyst facilitates the given reaction. Reactant: [CH2:1]([O:3][C:4]([C:6]1[C:7]([CH:11]2[CH2:13][CH2:12]2)=[N:8][NH:9][CH:10]=1)=[O:5])[CH3:2].C(=O)([O-])[O-].[K+].[K+].Br[CH2:21][C:22]1[CH:23]=[C:24]([O:29][CH3:30])[C:25]([Cl:28])=[N:26][CH:27]=1.C(OCC)(=O)C. Product: [CH2:1]([O:3][C:4]([C:6]1[C:7]([CH:11]2[CH2:12][CH2:13]2)=[N:8][N:9]([CH2:21][C:22]2[CH:27]=[N:26][C:25]([Cl:28])=[C:24]([O:29][CH3:30])[CH:23]=2)[CH:10]=1)=[O:5])[CH3:2]. The catalyst class is: 18.